Dataset: Full USPTO retrosynthesis dataset with 1.9M reactions from patents (1976-2016). Task: Predict the reactants needed to synthesize the given product. Given the product [CH3:29][N:6]1[CH:7]=[C:8]([NH:10][C:11]([C:13]2[C:14]([C:19]3[CH:24]=[CH:23][C:22]([C:25]([F:27])([F:28])[F:26])=[CH:21][CH:20]=3)=[CH:15][CH:16]=[CH:17][CH:18]=2)=[O:12])[CH:9]=[C:5]1[C:3]([OH:4])=[O:2], predict the reactants needed to synthesize it. The reactants are: C[O:2][C:3]([C:5]1[N:6]([CH3:29])[CH:7]=[C:8]([NH:10][C:11]([C:13]2[C:14]([C:19]3[CH:24]=[CH:23][C:22]([C:25]([F:28])([F:27])[F:26])=[CH:21][CH:20]=3)=[CH:15][CH:16]=[CH:17][CH:18]=2)=[O:12])[CH:9]=1)=[O:4].[Li+].[OH-].